From a dataset of Reaction yield outcomes from USPTO patents with 853,638 reactions. Predict the reaction yield, written as a fraction of the theoretical maximum amount of product (1.0 means a 100% yield; for example, 0.34 means a 34% yield). (1) The reactants are [CH:1]([Si:4]([CH:18]([CH3:20])[CH3:19])([CH:15]([CH3:17])[CH3:16])[N:5]1[CH:9]=[CH:8][CH:7]=[C:6]1[C:10]1[S:11][CH:12]=[CH:13][N:14]=1)([CH3:3])[CH3:2].[CH2:21]([Li])CCC.IC.O. The catalyst is O1CCCC1. The product is [CH3:21][C:12]1[S:11][C:10]([C:6]2[N:5]([Si:4]([CH:1]([CH3:3])[CH3:2])([CH:15]([CH3:17])[CH3:16])[CH:18]([CH3:20])[CH3:19])[CH:9]=[CH:8][CH:7]=2)=[N:14][CH:13]=1. The yield is 0.650. (2) The reactants are C([N:4]1[C:12]2[C:7](=[CH:8][C:9]3[CH2:17][C@@H:16]([NH:18][C:19](=O)[O:20]CC4C=CC=CC=4)[C:15](=[O:29])[N:14]([CH2:30][C:31]4[CH:36]=[CH:35][CH:34]=[CH:33][CH:32]=4)[CH2:13][C:10]=3[CH:11]=2)[CH:6]=[N:5]1)(=O)C.[H][H].[C:39](Cl)(Cl)=[O:40].C1(C)C=CC=CC=1.C([O-])(=O)C.O=C1[N:64]([CH:65]2[CH2:70][CH2:69][NH2+:68][CH2:67][CH2:66]2)[CH2:63][C:62]2[C:57](=[CH:58][CH:59]=[CH:60][CH:61]=2)[NH:56]1.C(=O)([O-])[O-].[K+].[K+]. The catalyst is CO.C(O)(=O)C.[Pd]. The product is [CH2:30]([N:14]1[C:15](=[O:29])[C@H:16]([NH:18][C:19]([N:68]2[CH2:67][CH2:66][CH:65]([N:64]3[CH2:63][C:62]4[C:57](=[CH:58][CH:59]=[CH:60][CH:61]=4)[NH:56][C:39]3=[O:40])[CH2:70][CH2:69]2)=[O:20])[CH2:17][C:9]2[CH:8]=[C:7]3[C:12](=[CH:11][C:10]=2[CH2:13]1)[NH:4][N:5]=[CH:6]3)[C:31]1[CH:36]=[CH:35][CH:34]=[CH:33][CH:32]=1. The yield is 0.110. (3) The catalyst is C(O)(=O)C.Cl.O.C(O)C. The product is [CH3:1][C:2]1[CH:8]=[CH:7][C:5]([NH:6][N:9]=[C:21]([C:22](=[O:24])[CH3:23])[C:18](=[O:20])[CH3:19])=[CH:4][CH:3]=1. The reactants are [CH3:1][C:2]1[CH:8]=[CH:7][C:5]([NH2:6])=[CH:4][CH:3]=1.[N:9]([O-])=O.[Na+].C([O-])(=O)C.[Na+].[C:18]([CH2:21][C:22](=[O:24])[CH3:23])(=[O:20])[CH3:19]. The yield is 0.240. (4) The reactants are [CH2:1]([N:3]([CH2:17][CH3:18])[C:4]1[CH:14]=[CH:13][C:7]([C:8]([O:10]CC)=[O:9])=[CH:6][C:5]=1[O:15][CH3:16])[CH3:2].[Li+].[OH-].CO. The product is [CH2:17]([N:3]([CH2:1][CH3:2])[C:4]1[CH:14]=[CH:13][C:7]([C:8]([OH:10])=[O:9])=[CH:6][C:5]=1[O:15][CH3:16])[CH3:18]. The catalyst is C1COCC1.O. The yield is 0.870.